This data is from Catalyst prediction with 721,799 reactions and 888 catalyst types from USPTO. The task is: Predict which catalyst facilitates the given reaction. (1) Reactant: [CH2:1]([O:8][C@H:9]1[CH2:13][N:12](C(OC(C)(C)C)=O)[C@@H:11]([C@@H:21]([OH:52])[C@@H:22]([NH:30][C:31](=[O:51])[C:32]2[CH:37]=[CH:36][CH:35]=[C:34]([C:38]([N:40]3[CH2:44][CH2:43][CH2:42][C@@H:41]3[C:45]3[S:46][CH:47]=[C:48]([CH3:50])[N:49]=3)=[O:39])[CH:33]=2)[CH2:23][C:24]2[CH:29]=[CH:28][CH:27]=[CH:26][CH:25]=2)[CH2:10]1)[C:2]1[CH:7]=[CH:6][CH:5]=[CH:4][CH:3]=1.Cl.O1CCOCC1. Product: [CH2:1]([O:8][C@H:9]1[CH2:13][NH:12][C@@H:11]([C@@H:21]([OH:52])[C@@H:22]([NH:30][C:31](=[O:51])[C:32]2[CH:37]=[CH:36][CH:35]=[C:34]([C:38]([N:40]3[CH2:44][CH2:43][CH2:42][C@@H:41]3[C:45]3[S:46][CH:47]=[C:48]([CH3:50])[N:49]=3)=[O:39])[CH:33]=2)[CH2:23][C:24]2[CH:25]=[CH:26][CH:27]=[CH:28][CH:29]=2)[CH2:10]1)[C:2]1[CH:7]=[CH:6][CH:5]=[CH:4][CH:3]=1. The catalyst class is: 5. (2) Reactant: [O:1]1[CH2:6][CH2:5][N:4]([CH2:7][CH2:8][OH:9])[CH2:3][CH2:2]1.[H-].[Na+].Cl[C:13]1[N:18]=[C:17]([C:19]2[N:23]3[CH:24]=[C:25]([F:28])[CH:26]=[CH:27][C:22]3=[N:21][CH:20]=2)[N:16]=[C:15]([NH:29][C@@H:30]2[CH2:35][CH2:34][CH2:33][N:32]([C:36]([O:38][C:39]([CH3:42])([CH3:41])[CH3:40])=[O:37])[CH2:31]2)[CH:14]=1. Product: [F:28][C:25]1[CH:26]=[CH:27][C:22]2[N:23]([C:19]([C:17]3[N:16]=[C:15]([NH:29][C@@H:30]4[CH2:35][CH2:34][CH2:33][N:32]([C:36]([O:38][C:39]([CH3:42])([CH3:41])[CH3:40])=[O:37])[CH2:31]4)[CH:14]=[C:13]([O:9][CH2:8][CH2:7][N:4]4[CH2:5][CH2:6][O:1][CH2:2][CH2:3]4)[N:18]=3)=[CH:20][N:21]=2)[CH:24]=1. The catalyst class is: 7. (3) Reactant: [Cl-].O[NH3+:3].[C:4](=[O:7])([O-])[OH:5].[Na+].CS(C)=O.[CH2:13]([C:17]1[N:18]=[C:19]([CH3:55])[N:20]([C:39]2[CH:44]=[CH:43][CH:42]=[C:41]([CH:45]([O:47][Si:48]([C:51]([CH3:54])([CH3:53])[CH3:52])([CH3:50])[CH3:49])[CH3:46])[CH:40]=2)[C:21](=[O:38])[C:22]=1[CH2:23][C:24]1[CH:29]=[CH:28][C:27]([C:30]2[C:31]([C:36]#[N:37])=[CH:32][CH:33]=[CH:34][CH:35]=2)=[CH:26][CH:25]=1)[CH2:14][CH2:15][CH3:16]. Product: [CH2:13]([C:17]1[N:18]=[C:19]([CH3:55])[N:20]([C:39]2[CH:44]=[CH:43][CH:42]=[C:41]([CH:45]([O:47][Si:48]([C:51]([CH3:53])([CH3:52])[CH3:54])([CH3:50])[CH3:49])[CH3:46])[CH:40]=2)[C:21](=[O:38])[C:22]=1[CH2:23][C:24]1[CH:25]=[CH:26][C:27]([C:30]2[CH:35]=[CH:34][CH:33]=[CH:32][C:31]=2[C:36]2[NH:3][C:4](=[O:7])[O:5][N:37]=2)=[CH:28][CH:29]=1)[CH2:14][CH2:15][CH3:16]. The catalyst class is: 69. (4) Product: [C:2]1([C:16]2[CH:21]=[CH:20][CH:19]=[CH:18][CH:17]=2)[CH:7]=[CH:6][CH:5]=[CH:4][CH:3]=1. Reactant: Br[C:2]1[CH:7]=[CH:6][CH:5]=[CH:4][CH:3]=1.[O-]P([O-])([O-])=O.[K+].[K+].[K+].[C:16]1(B(O)O)[CH:21]=[CH:20][CH:19]=[CH:18][CH:17]=1.O. The catalyst class is: 32. (5) Reactant: O[C:2]([C:4](F)(F)F)=O.[N:8]1([CH2:14][C:15]2[N:16]=[N:17][C:18]3[C:19](=[C:21]([NH2:26])[N:22]=[C:23]([NH2:25])[N:24]=3)[N:20]=2)[CH2:13][CH2:12][NH:11][CH2:10][CH2:9]1.Cl[CH2:28][C:29]1[C:38]2[C:33](=[CH:34][CH:35]=[CH:36][CH:37]=2)[CH:32]=[CH:31][C:30]=1[CH3:39].C(=O)([O-])[O-].[K+].[K+].CC#N.O. Product: [CH2:30]([C:29]1[C:38]2[C:33](=[CH:34][CH:35]=[CH:36][CH:37]=2)[C:32]([CH2:31][N:11]2[CH2:12][CH2:13][N:8]([CH2:14][C:15]3[N:16]=[N:17][C:18]4[C:19](=[C:21]([NH2:26])[N:22]=[C:23]([NH2:25])[N:24]=4)[N:20]=3)[CH2:9][CH2:10]2)=[C:2]([CH3:4])[CH:28]=1)[CH3:39]. The catalyst class is: 3. (6) Reactant: [N:1]([CH2:4][CH2:5][O:6][CH:7]([C:21]1[CH:26]=[CH:25][CH:24]=[C:23]([F:27])[C:22]=1[C:28]1[CH:33]=[CH:32][CH:31]=[C:30]([CH3:34])[CH:29]=1)[C@@H:8]1[CH2:13][CH2:12][CH2:11][N:10]([C:14]([O:16][C:17]([CH3:20])([CH3:19])[CH3:18])=[O:15])[CH2:9]1)=[N+]=[N-]. Product: [NH2:1][CH2:4][CH2:5][O:6][C@@H:7]([C:21]1[CH:26]=[CH:25][CH:24]=[C:23]([F:27])[C:22]=1[C:28]1[CH:33]=[CH:32][CH:31]=[C:30]([CH3:34])[CH:29]=1)[C@@H:8]1[CH2:13][CH2:12][CH2:11][N:10]([C:14]([O:16][C:17]([CH3:20])([CH3:19])[CH3:18])=[O:15])[CH2:9]1. The catalyst class is: 19. (7) Reactant: [NH2:1][C:2]1[C:3]2[C:10]([C:11]([NH2:13])=[O:12])=[CH:9][N:8]([C@H:14]3[C@:18]([C:20]#[CH:21])([OH:19])[C@H:17]([OH:22])[C@@H:16]([CH2:23][OH:24])[O:15]3)[C:4]=2[N:5]=[CH:6][N:7]=1.C(N([CH2:30][CH3:31])CC)C.[C:32](O[C:32](=[O:36])[CH:33]([CH3:35])[CH3:34])(=[O:36])[CH:33]([CH3:35])[CH3:34].[CH:43]([OH:45])=O.[CH3:46]N(C=O)C. Product: [NH2:1][C:2]1[C:3]2[C:10]([C:11](=[O:12])[NH2:13])=[CH:9][N:8]([C@@H:14]3[O:15][C@H:16]([CH2:23][O:24][C:32](=[O:36])[CH:33]([CH3:35])[CH3:34])[C@@H:17]([O:22][C:43](=[O:45])[CH:30]([CH3:31])[CH3:46])[C@@:18]3([C:20]#[CH:21])[OH:19])[C:4]=2[N:5]=[CH:6][N:7]=1. The catalyst class is: 850. (8) Reactant: [Br:1][C:2]1[CH:15]=[CH:14][C:13]2[O:12][C:11]3[C:6](=[CH:7][C:8]([I:16])=[CH:9][CH:10]=3)[C@:5]3([CH2:21][O:20][CH2:19][C:18](=O)[NH:17]3)[C:4]=2[CH:3]=1.COC1C=CC(P2(SP(C3C=CC(OC)=CC=3)(=S)S2)=[S:32])=CC=1. Product: [Br:1][C:2]1[CH:15]=[CH:14][C:13]2[O:12][C:11]3[C:6](=[CH:7][C:8]([I:16])=[CH:9][CH:10]=3)[C@:5]3([CH2:21][O:20][CH2:19][C:18](=[S:32])[NH:17]3)[C:4]=2[CH:3]=1. The catalyst class is: 11.